Dataset: Reaction yield outcomes from USPTO patents with 853,638 reactions. Task: Predict the reaction yield, written as a fraction of the theoretical maximum amount of product (1.0 means a 100% yield; for example, 0.34 means a 34% yield). The catalyst is C(Cl)Cl. The yield is 0.570. The product is [C:1]([O:5][C:6](=[O:7])[N:8]([CH2:17][C:18]1[CH:19]=[CH:20][C:21]([O:22][C:23]2[CH:31]=[CH:30][C:26]([C:27](=[O:29])[NH:44][CH2:42][CH3:41])=[CH:25][N:24]=2)=[CH:32][CH:33]=1)[CH2:9][CH2:10][C:11]1[CH:12]=[CH:13][CH:14]=[CH:15][CH:16]=1)([CH3:2])([CH3:4])[CH3:3]. The reactants are [C:1]([O:5][C:6]([N:8]([CH2:17][C:18]1[CH:33]=[CH:32][C:21]([O:22][C:23]2[CH:31]=[CH:30][C:26]([C:27]([OH:29])=O)=[CH:25][N:24]=2)=[CH:20][CH:19]=1)[CH2:9][CH2:10][C:11]1[CH:16]=[CH:15][CH:14]=[CH:13][CH:12]=1)=[O:7])([CH3:4])([CH3:3])[CH3:2].C(Cl)CCl.C1C=C[C:41]2N(O)N=[N:44][C:42]=2C=1.CCN(C(C)C)C(C)C.Cl.CN.C(O)(=O)CC(CC(O)=O)(C(O)=O)O.C([O-])(O)=O.[Na+].